From a dataset of Full USPTO retrosynthesis dataset with 1.9M reactions from patents (1976-2016). Predict the reactants needed to synthesize the given product. Given the product [C:34]([O:33][C:32](=[O:38])[NH:31][CH2:30][CH2:29][NH:1][C@@H:2]([C:6]1[N:7]([CH2:21][C:22]2[S:23][CH:24]=[C:25]([CH3:27])[CH:26]=2)[C:8](=[O:20])[C:9]2[O:14][C:13]3[CH:15]=[CH:16][C:17]([F:19])=[CH:18][C:12]=3[C:10]=2[N:11]=1)[CH:3]([CH3:5])[CH3:4])([CH3:37])([CH3:36])[CH3:35], predict the reactants needed to synthesize it. The reactants are: [NH2:1][C@@H:2]([C:6]1[N:7]([CH2:21][C:22]2[S:23][CH:24]=[C:25]([CH3:27])[CH:26]=2)[C:8](=[O:20])[C:9]2[O:14][C:13]3[CH:15]=[CH:16][C:17]([F:19])=[CH:18][C:12]=3[C:10]=2[N:11]=1)[CH:3]([CH3:5])[CH3:4].O=[CH:29][CH2:30][NH:31][C:32](=[O:38])[O:33][C:34]([CH3:37])([CH3:36])[CH3:35].C(O[BH-](OC(=O)C)OC(=O)C)(=O)C.[Na+].